Dataset: Reaction yield outcomes from USPTO patents with 853,638 reactions. Task: Predict the reaction yield, written as a fraction of the theoretical maximum amount of product (1.0 means a 100% yield; for example, 0.34 means a 34% yield). (1) The product is [O:42]1[C:38]2=[CH:39][CH:40]=[CH:41][C:37]2=[CH:36][CH:35]=[C:34]1[N:27]([C:28]1[CH:29]=[CH:30][CH:31]=[CH:32][CH:33]=1)[C:26]([CH:15]([N:13]([CH3:14])[C:10]1[CH:9]=[CH:8][C:7]([C:6]([OH:44])=[O:5])=[CH:12][CH:11]=1)[C:16]1[CH:17]=[CH:18][C:19]([C:22]([CH3:25])([CH3:23])[CH3:24])=[CH:20][CH:21]=1)=[O:43]. The yield is 1.00. The catalyst is ClCCl. The reactants are C([O:5][C:6](=[O:44])[C:7]1[CH:12]=[CH:11][C:10]([N:13]([CH:15]([C:26](=[O:43])[N:27]([C:34]2[O:42][C:38]3=[CH:39][CH:40]=[CH:41][C:37]3=[CH:36][CH:35]=2)[C:28]2[CH:33]=[CH:32][CH:31]=[CH:30][CH:29]=2)[C:16]2[CH:21]=[CH:20][C:19]([C:22]([CH3:25])([CH3:24])[CH3:23])=[CH:18][CH:17]=2)[CH3:14])=[CH:9][CH:8]=1)(C)(C)C.C(O)(C(F)(F)F)=O. (2) The reactants are C[O-].[Na+].C([O:7][C@@H:8]1[C@@H:17]([O:18]C(=O)C)[C@@H:16]([O:22]C(=O)C)[C@@H:15]([CH2:26][O:27]C(=O)C)[O:14][C@H:9]1[O:10][CH2:11][CH2:12][Br:13])(=O)C. The catalyst is CO. The product is [O:10]([CH2:11][CH2:12][Br:13])[C@@H:9]1[O:14][C@H:15]([CH2:26][OH:27])[C@H:16]([OH:22])[C@H:17]([OH:18])[C@H:8]1[OH:7]. The yield is 0.920. (3) The yield is 0.640. The catalyst is C1C=CC([P]([Pd]([P](C2C=CC=CC=2)(C2C=CC=CC=2)C2C=CC=CC=2)([P](C2C=CC=CC=2)(C2C=CC=CC=2)C2C=CC=CC=2)[P](C2C=CC=CC=2)(C2C=CC=CC=2)C2C=CC=CC=2)(C2C=CC=CC=2)C2C=CC=CC=2)=CC=1.COCCOC. The product is [CH2:1]([O:8][C:9]([N:11]1[CH2:15][CH2:14][CH2:13][CH:12]1[C:16]1[NH:17][C:18]([C:21]2[CH:26]=[CH:25][C:24]([C:38]3[CH:39]=[CH:40][CH:41]=[C:36]([NH:35][C:33]([O:32][C:28]([CH3:31])([CH3:30])[CH3:29])=[O:34])[CH:37]=3)=[CH:23][CH:22]=2)=[CH:19][N:20]=1)=[O:10])[C:2]1[CH:7]=[CH:6][CH:5]=[CH:4][CH:3]=1. The reactants are [CH2:1]([O:8][C:9]([N:11]1[CH2:15][CH2:14][CH2:13][CH:12]1[C:16]1[NH:17][C:18]([C:21]2[CH:26]=[CH:25][C:24](Br)=[CH:23][CH:22]=2)=[CH:19][N:20]=1)=[O:10])[C:2]1[CH:7]=[CH:6][CH:5]=[CH:4][CH:3]=1.[C:28]([O:32][C:33]([NH:35][C:36]1[CH:37]=[C:38](B(O)O)[CH:39]=[CH:40][CH:41]=1)=[O:34])([CH3:31])([CH3:30])[CH3:29].C([O-])([O-])=O.[K+].[K+].N#N. (4) The reactants are [CH2:1]([C@@:4]1([C:28]2[CH:33]=[CH:32][C:31]([F:34])=[CH:30][CH:29]=2)[O:9][C:8](=[O:10])[N:7]([C@H:11]([C:13]2[CH:18]=[CH:17][C:16](B3OC(C)(C)C(C)(C)O3)=[CH:15][CH:14]=2)[CH3:12])[CH2:6][CH2:5]1)[CH:2]=[CH2:3].Br[C:36]1[S:37][CH:38]=[CH:39][N:40]=1.[O-]S([O-])(=O)=O.[Na+].[Na+].C1COCC1. The catalyst is CCOC(C)=O.Cl[Pd](Cl)([P](C1C=CC=CC=1)(C1C=CC=CC=1)C1C=CC=CC=1)[P](C1C=CC=CC=1)(C1C=CC=CC=1)C1C=CC=CC=1. The product is [CH2:1]([C@@:4]1([C:28]2[CH:29]=[CH:30][C:31]([F:34])=[CH:32][CH:33]=2)[O:9][C:8](=[O:10])[N:7]([C@H:11]([C:13]2[CH:18]=[CH:17][C:16]([C:36]3[S:37][CH:38]=[CH:39][N:40]=3)=[CH:15][CH:14]=2)[CH3:12])[CH2:6][CH2:5]1)[CH:2]=[CH2:3]. The yield is 0.330. (5) The reactants are Cl.[NH2:2][CH2:3][C:4]1[CH:9]=[C:8]([F:10])[C:7]([NH:11][S:12]([CH3:15])(=[O:14])=[O:13])=[C:6]([C:16]#[CH:17])[CH:5]=1.[Br:18][C:19]1[C:24]([CH:25]=[CH:26][C:27](O)=[O:28])=[CH:23][CH:22]=[C:21]([C:30]([CH3:33])([CH3:32])[CH3:31])[N:20]=1.C[N+]1(C2N=C(OC)N=C(OC)N=2)CCOCC1.[Cl-].CN1C(=O)CCC1. The catalyst is C1COCC1. The product is [Br:18][C:19]1[C:24]([CH:25]=[CH:26][C:27]([NH:2][CH2:3][C:4]2[CH:9]=[C:8]([F:10])[C:7]([NH:11][S:12]([CH3:15])(=[O:14])=[O:13])=[C:6]([C:16]#[CH:17])[CH:5]=2)=[O:28])=[CH:23][CH:22]=[C:21]([C:30]([CH3:33])([CH3:32])[CH3:31])[N:20]=1. The yield is 0.558. (6) The reactants are [O:1]=[C:2]1[CH2:6][S:5][CH2:4][CH:3]1[CH2:7][C:8]1[CH:13]=[CH:12][C:11]([CH:14]([CH3:18])[C:15]([OH:17])=[S:16])=[CH:10][CH:9]=1.[BH4-].[Na+].S(=O)(=O)(O)O. The catalyst is O1CCCC1. The product is [OH:1][CH:2]1[CH2:6][S:5][CH2:4][CH:3]1[CH2:7][C:8]1[CH:13]=[CH:12][C:11]([CH:14]([CH3:18])[C:15]([OH:17])=[S:16])=[CH:10][CH:9]=1. The yield is 0.159.